The task is: Predict the reactants needed to synthesize the given product.. This data is from Full USPTO retrosynthesis dataset with 1.9M reactions from patents (1976-2016). Given the product [F:15][C:16]1[CH:17]=[C:18]2[C:28](=[CH:29][C:30]=1[F:31])[N:12]([C:9]([C:6]1[CH:5]=[CH:4][C:3]([C:2]([F:13])([F:14])[F:1])=[CH:8][CH:7]=1)([CH3:11])[CH3:10])[CH:24]=[C:21]([C:22]#[N:23])[C:19]2=[O:20], predict the reactants needed to synthesize it. The reactants are: [F:1][C:2]([F:14])([F:13])[C:3]1[CH:8]=[CH:7][C:6]([C:9]([NH2:12])([CH3:11])[CH3:10])=[CH:5][CH:4]=1.[F:15][C:16]1[CH:17]=[C:18]([CH:28]=[CH:29][C:30]=1[F:31])[C:19]([C:21](=[CH:24]N(C)C)[C:22]#[N:23])=[O:20].